This data is from Retrosynthesis with 50K atom-mapped reactions and 10 reaction types from USPTO. The task is: Predict the reactants needed to synthesize the given product. Given the product C[C@H](NC(=O)c1cc(Cl)cnc1Oc1ccc(-c2ccccn2)cc1)c1ccc(C(=O)OC(C)(C)C)cc1, predict the reactants needed to synthesize it. The reactants are: C[C@H](NC(=O)c1cc(Cl)cnc1Cl)c1ccc(C(=O)OC(C)(C)C)cc1.Oc1ccc(-c2ccccn2)cc1.